Dataset: Full USPTO retrosynthesis dataset with 1.9M reactions from patents (1976-2016). Task: Predict the reactants needed to synthesize the given product. (1) Given the product [OH:47][C:45]1[N:26]=[C:22]([C:21]2[C:13]([CH3:12])=[N:14][N:15]3[CH:20]=[CH:19][CH:18]=[CH:17][C:16]=23)[S:23][C:39]=1[C:40]([O:42][CH2:43][CH3:44])=[O:41], predict the reactants needed to synthesize it. The reactants are: C1(C)C=CC(S(O)(=O)=O)=CC=1.[CH3:12][C:13]1[C:21]([C:22]2[S:23]C(C3NC=NN=3)=C(C3C=CC=CC=3)[N:26]=2)=[C:16]2[CH:17]=[CH:18][CH:19]=[CH:20][N:15]2[N:14]=1.Cl[CH:39]([C:45]([O:47]CC)=O)[C:40]([O:42][CH2:43][CH3:44])=[O:41]. (2) Given the product [NH2:26][C:21]1[CH:22]=[CH:23][CH:24]=[CH:25][C:20]=1[NH:27][C:2]1[CH:19]=[CH:18][C:5]2[C:6](=[O:17])[C:7]3[CH:14]=[CH:13][C:12]([O:15][CH3:16])=[CH:11][C:8]=3[CH2:9][CH2:10][C:4]=2[CH:3]=1, predict the reactants needed to synthesize it. The reactants are: Cl[C:2]1[CH:19]=[CH:18][C:5]2[C:6](=[O:17])[C:7]3[CH:14]=[CH:13][C:12]([O:15][CH3:16])=[CH:11][C:8]=3[CH2:9][CH2:10][C:4]=2[CH:3]=1.[C:20]1([NH2:27])[CH:25]=[CH:24][CH:23]=[CH:22][C:21]=1[NH2:26].P. (3) Given the product [Cl:1][C:2]1[CH:3]=[C:4]([C:24]#[CH:25])[CH:5]=[C:6]2[C:10]=1[C:9](=[O:11])[N:8]([CH2:12][C:13]1[CH:14]=[CH:15][C:16]([O:19][C:20]([F:23])([F:21])[F:22])=[CH:17][CH:18]=1)[CH2:7]2, predict the reactants needed to synthesize it. The reactants are: [Cl:1][C:2]1[CH:3]=[C:4]([C:24]#[C:25][Si](C)(C)C)[CH:5]=[C:6]2[C:10]=1[C:9](=[O:11])[N:8]([CH2:12][C:13]1[CH:18]=[CH:17][C:16]([O:19][C:20]([F:23])([F:22])[F:21])=[CH:15][CH:14]=1)[CH2:7]2.C(NF)(C)(C)C.C1COCC1.O. (4) Given the product [CH3:26][C:22]1[CH:23]=[CH:24][CH:25]=[C:20]([CH3:19])[C:21]=1[C:27]1[CH:28]=[CH:29][C:30]([C:6]([N:8]2[CH2:12][C:11](=[N:13][O:14][CH3:15])[CH2:10][C@H:9]2[C:16]([NH:36][CH2:37][CH:38]([OH:39])[C:40]2[CH:45]=[CH:44][CH:43]=[CH:42][CH:41]=2)=[O:18])=[O:7])=[CH:31][CH:32]=1, predict the reactants needed to synthesize it. The reactants are: C(O[C:6]([N:8]1[CH2:12][C:11](=[N:13][O:14][CH3:15])[CH2:10][C@H:9]1[C:16]([OH:18])=O)=[O:7])(C)(C)C.[CH3:19][C:20]1[CH:25]=[CH:24][CH:23]=[C:22]([CH3:26])[C:21]=1[C:27]1[CH:32]=[CH:31][C:30](C(O)=O)=[CH:29][CH:28]=1.[NH2:36][CH2:37][CH:38]([C:40]1[CH:45]=[CH:44][CH:43]=[CH:42][CH:41]=1)[OH:39]. (5) Given the product [F:18][C:17]([F:20])([F:19])[C:14]1[CH:15]=[CH:16][C:11]([C:8]2[CH:9]=[CH:10][N:5]3[N:4]=[CH:3][C:2]([C:22]#[C:21][C:23]4[CH:24]=[CH:25][C:26]([NH2:29])=[N:27][CH:28]=4)=[C:6]3[N:7]=2)=[CH:12][CH:13]=1, predict the reactants needed to synthesize it. The reactants are: I[C:2]1[CH:3]=[N:4][N:5]2[CH:10]=[CH:9][C:8]([C:11]3[CH:16]=[CH:15][C:14]([C:17]([F:20])([F:19])[F:18])=[CH:13][CH:12]=3)=[N:7][C:6]=12.[C:21]([C:23]1[CH:24]=[CH:25][C:26]([NH2:29])=[N:27][CH:28]=1)#[CH:22]. (6) Given the product [N:29]([CH2:21][C:8]1[C:9]([C:12]2[CH:17]=[C:16]([F:18])[CH:15]=[CH:14][C:13]=2[O:19][CH3:20])=[N:10][C:11]2[C:6]([CH:7]=1)=[CH:5][CH:4]=[CH:3][C:2]=2[Cl:1])=[N+:30]=[N-:31], predict the reactants needed to synthesize it. The reactants are: [Cl:1][C:2]1[CH:3]=[CH:4][CH:5]=[C:6]2[C:11]=1[N:10]=[C:9]([C:12]1[CH:17]=[C:16]([F:18])[CH:15]=[CH:14][C:13]=1[O:19][CH3:20])[C:8]([CH:21]=O)=[CH:7]2.[BH4-].[Na+].S(Cl)(Cl)=O.[N-:29]=[N+:30]=[N-:31].[Na+]. (7) Given the product [NH2:11][C:3]1[C:2]([OH:1])=[CH:10][C:9]([Br:12])=[CH:8][C:4]=1[C:5]([OH:7])=[O:6], predict the reactants needed to synthesize it. The reactants are: [OH:1][C:2]1[CH:10]=[CH:9][CH:8]=[C:4]([C:5]([OH:7])=[O:6])[C:3]=1[NH2:11].[Br:12]Br.CO.O.